From a dataset of Forward reaction prediction with 1.9M reactions from USPTO patents (1976-2016). Predict the product of the given reaction. (1) The product is: [CH2:12]([O:19][C:20]1[CH:25]=[CH:24][C:23]([C:2]2[N:7]=[C:6]([C:8]([OH:10])=[O:9])[C:5]([F:11])=[CH:4][CH:3]=2)=[C:22]([F:29])[CH:21]=1)[C:13]1[CH:14]=[CH:15][CH:16]=[CH:17][CH:18]=1. Given the reactants Br[C:2]1[N:7]=[C:6]([C:8]([OH:10])=[O:9])[C:5]([F:11])=[CH:4][CH:3]=1.[CH2:12]([O:19][C:20]1[CH:25]=[CH:24][C:23](B(O)O)=[C:22]([F:29])[CH:21]=1)[C:13]1[CH:18]=[CH:17][CH:16]=[CH:15][CH:14]=1, predict the reaction product. (2) Given the reactants [H-].[Na+].[CH3:3][O:4][C:5]1[CH:10]=[CH:9][C:8]([OH:11])=[CH:7][CH:6]=1.Br[C:13]1[S:17](=[O:18])[C:16]2[CH:19]=[C:20]([O:23][CH3:24])[CH:21]=[CH:22][C:15]=2[C:14]=1[C:25]1[CH:30]=[CH:29][C:28]([F:31])=[CH:27][CH:26]=1.C(OCC)(=O)C, predict the reaction product. The product is: [F:31][C:28]1[CH:29]=[CH:30][C:25]([C:14]2[C:15]3[CH:22]=[CH:21][C:20]([O:23][CH3:24])=[CH:19][C:16]=3[S:17](=[O:18])[C:13]=2[O:11][C:8]2[CH:9]=[CH:10][C:5]([O:4][CH3:3])=[CH:6][CH:7]=2)=[CH:26][CH:27]=1.